This data is from Forward reaction prediction with 1.9M reactions from USPTO patents (1976-2016). The task is: Predict the product of the given reaction. (1) Given the reactants [F:1][C:2]([F:12])([F:11])[O:3][C:4]1[CH:9]=[CH:8][C:7]([OH:10])=[CH:6][CH:5]=1.F[C:14]1[CH:19]=[CH:18][CH:17]=[CH:16][C:15]=1[N+:20]([O-:22])=[O:21].C(=O)([O-])[O-].[K+].[K+].C(Cl)Cl, predict the reaction product. The product is: [F:1][C:2]([F:11])([F:12])[O:3][C:4]1[CH:5]=[CH:6][C:7]([O:10][C:14]2[CH:19]=[CH:18][CH:17]=[CH:16][C:15]=2[N+:20]([O-:22])=[O:21])=[CH:8][CH:9]=1. (2) The product is: [ClH:7].[F:1][C:2]([F:6])([F:5])[CH2:3][NH:4][C:8](=[NH:13])[CH3:9]. Given the reactants [F:1][C:2]([F:6])([F:5])[CH2:3][NH2:4].[ClH:7].[C:8](=[NH:13])(OCC)[CH3:9], predict the reaction product.